From a dataset of NCI-60 drug combinations with 297,098 pairs across 59 cell lines. Regression. Given two drug SMILES strings and cell line genomic features, predict the synergy score measuring deviation from expected non-interaction effect. (1) Drug 1: C1=CC(=CC=C1C#N)C(C2=CC=C(C=C2)C#N)N3C=NC=N3. Drug 2: C(CN)CNCCSP(=O)(O)O. Cell line: SNB-19. Synergy scores: CSS=-1.63, Synergy_ZIP=4.71, Synergy_Bliss=-3.30, Synergy_Loewe=-5.07, Synergy_HSA=-2.63. (2) Drug 1: C1CCC(CC1)NC(=O)N(CCCl)N=O. Drug 2: CCCS(=O)(=O)NC1=C(C(=C(C=C1)F)C(=O)C2=CNC3=C2C=C(C=N3)C4=CC=C(C=C4)Cl)F. Cell line: MDA-MB-231. Synergy scores: CSS=10.3, Synergy_ZIP=-4.77, Synergy_Bliss=-1.92, Synergy_Loewe=-8.24, Synergy_HSA=-3.81. (3) Drug 1: CS(=O)(=O)CCNCC1=CC=C(O1)C2=CC3=C(C=C2)N=CN=C3NC4=CC(=C(C=C4)OCC5=CC(=CC=C5)F)Cl. Drug 2: C(CC(=O)O)C(=O)CN.Cl. Cell line: RXF 393. Synergy scores: CSS=1.08, Synergy_ZIP=-2.01, Synergy_Bliss=-1.59, Synergy_Loewe=-0.901, Synergy_HSA=-0.773. (4) Drug 1: C1CN1P(=S)(N2CC2)N3CC3. Drug 2: C1C(C(OC1N2C=NC3=C2NC=NCC3O)CO)O. Cell line: HCT-15. Synergy scores: CSS=23.3, Synergy_ZIP=-3.17, Synergy_Bliss=-1.84, Synergy_Loewe=3.54, Synergy_HSA=3.16. (5) Drug 1: CC1=C(C(=CC=C1)Cl)NC(=O)C2=CN=C(S2)NC3=CC(=NC(=N3)C)N4CCN(CC4)CCO. Cell line: A498. Drug 2: CC1C(C(CC(O1)OC2CC(CC3=C2C(=C4C(=C3O)C(=O)C5=CC=CC=C5C4=O)O)(C(=O)C)O)N)O. Synergy scores: CSS=81.3, Synergy_ZIP=30.3, Synergy_Bliss=29.2, Synergy_Loewe=21.3, Synergy_HSA=31.2. (6) Drug 1: CC1CCC2CC(C(=CC=CC=CC(CC(C(=O)C(C(C(=CC(C(=O)CC(OC(=O)C3CCCCN3C(=O)C(=O)C1(O2)O)C(C)CC4CCC(C(C4)OC)OCCO)C)C)O)OC)C)C)C)OC. Drug 2: CC12CCC3C(C1CCC2O)C(CC4=C3C=CC(=C4)O)CCCCCCCCCS(=O)CCCC(C(F)(F)F)(F)F. Cell line: MDA-MB-231. Synergy scores: CSS=11.1, Synergy_ZIP=5.79, Synergy_Bliss=10.2, Synergy_Loewe=11.0, Synergy_HSA=9.36. (7) Drug 1: C(=O)(N)NO. Drug 2: CN(C(=O)NC(C=O)C(C(C(CO)O)O)O)N=O. Cell line: U251. Synergy scores: CSS=5.35, Synergy_ZIP=-3.09, Synergy_Bliss=-5.01, Synergy_Loewe=-1.38, Synergy_HSA=-3.80. (8) Cell line: RPMI-8226. Synergy scores: CSS=45.4, Synergy_ZIP=4.29, Synergy_Bliss=3.65, Synergy_Loewe=-33.5, Synergy_HSA=2.85. Drug 1: C1=CC(=C2C(=C1NCCNCCO)C(=O)C3=C(C=CC(=C3C2=O)O)O)NCCNCCO. Drug 2: CC1=CC=C(C=C1)C2=CC(=NN2C3=CC=C(C=C3)S(=O)(=O)N)C(F)(F)F. (9) Cell line: A498. Drug 1: CC1=CC=C(C=C1)C2=CC(=NN2C3=CC=C(C=C3)S(=O)(=O)N)C(F)(F)F. Drug 2: CC1=C(C=C(C=C1)NC(=O)C2=CC=C(C=C2)CN3CCN(CC3)C)NC4=NC=CC(=N4)C5=CN=CC=C5. Synergy scores: CSS=1.44, Synergy_ZIP=-0.883, Synergy_Bliss=-1.76, Synergy_Loewe=-0.530, Synergy_HSA=-1.81.